Predict the reactants needed to synthesize the given product. From a dataset of Full USPTO retrosynthesis dataset with 1.9M reactions from patents (1976-2016). (1) Given the product [CH:39]1[CH:40]=[CH:41][C:36]([C:31]2[CH:32]=[CH:33][C:28]([CH2:27][C@H:15]([NH2:14])[C:16]([OH:17])=[O:46])=[CH:29][CH:30]=2)=[CH:37][CH:38]=1, predict the reactants needed to synthesize it. The reactants are: C(=[N:14][CH:15]([CH2:27][C:28]1[CH:33]=[CH:32][C:31](Br)=[CH:30][C:29]=1Cl)[C:16](N1CC2C(=CC=CC=2)C1)=[O:17])(C1C=CC=CC=1)C1C=CC=CC=1.[C:36]1(B(O)O)[CH:41]=[CH:40][CH:39]=[CH:38][CH:37]=1.C(=O)([O-])[O-:46].[Na+].[Na+]. (2) Given the product [C:1]([C:3]1[CH:8]=[CH:7][CH:6]=[CH:5][C:4]=1[C:9]1[C:10](=[O:28])[N:11]([C:22]2[CH:27]=[CH:26][CH:25]=[CH:24][CH:23]=2)[CH:12]=[C:13]([C:15]2[CH:19]=[CH:18][S:17][C:16]=2[CH2:20][N:31]([CH2:32][CH3:33])[CH2:29][CH3:30])[CH:14]=1)#[N:2], predict the reactants needed to synthesize it. The reactants are: [C:1]([C:3]1[CH:8]=[CH:7][CH:6]=[CH:5][C:4]=1[C:9]1[C:10](=[O:28])[N:11]([C:22]2[CH:27]=[CH:26][CH:25]=[CH:24][CH:23]=2)[CH:12]=[C:13]([C:15]2[CH:19]=[CH:18][S:17][C:16]=2[CH:20]=O)[CH:14]=1)#[N:2].[CH2:29]([NH:31][CH2:32][CH3:33])[CH3:30].C(O[BH-](OC(=O)C)OC(=O)C)(=O)C.[Na+].[OH-].[Na+].